From a dataset of Forward reaction prediction with 1.9M reactions from USPTO patents (1976-2016). Predict the product of the given reaction. (1) Given the reactants [H-].[Na+].CN(C=O)C.[F:8][C:9]([F:16])([F:15])[C:10]1[CH:14]=[CH:13][NH:12][N:11]=1.Cl[C:18]1[C:23]([C:24]2[CH:29]=[CH:28][C:27]([Cl:30])=[CH:26][CH:25]=2)=[C:22]([CH3:31])[N:21]=[N:20][C:19]=1[CH3:32], predict the reaction product. The product is: [Cl:30][C:27]1[CH:26]=[CH:25][C:24]([C:23]2[C:18]([N:12]3[CH:13]=[CH:14][C:10]([C:9]([F:16])([F:15])[F:8])=[N:11]3)=[C:19]([CH3:32])[N:20]=[N:21][C:22]=2[CH3:31])=[CH:29][CH:28]=1. (2) Given the reactants [N+:1]([C:4]1[C:5]([C:10]#[N:11])=[N:6][CH:7]=[CH:8][CH:9]=1)([O-:3])=[O:2].C(N)(=[S:14])C, predict the reaction product. The product is: [N+:1]([C:4]1[C:5]([C:10](=[S:14])[NH2:11])=[N:6][CH:7]=[CH:8][CH:9]=1)([O-:3])=[O:2]. (3) Given the reactants [NH:1]1[CH2:6][CH2:5][CH2:4][CH2:3][CH2:2]1.[CH3:7][O:8][C:9]([C:11]1[CH:12]=[C:13]([CH3:34])[C:14]2[O:20][C:19]3[C:21]([Cl:30])=[CH:22][C:23]([NH:25][C:26](=[O:29])[CH2:27]Cl)=[CH:24][C:18]=3[CH2:17][S:16](=[O:32])(=[O:31])[C:15]=2[CH:33]=1)=[O:10], predict the reaction product. The product is: [CH3:7][O:8][C:9]([C:11]1[CH:12]=[C:13]([CH3:34])[C:14]2[O:20][C:19]3[C:21]([Cl:30])=[CH:22][C:23]([NH:25][C:26](=[O:29])[CH2:27][N:1]4[CH2:6][CH2:5][CH2:4][CH2:3][CH2:2]4)=[CH:24][C:18]=3[CH2:17][S:16](=[O:32])(=[O:31])[C:15]=2[CH:33]=1)=[O:10]. (4) Given the reactants Cl[C:2]1[CH:7]=[CH:6][N:5]2[N:8]=[CH:9][C:10]([CH:11]=[O:12])=[C:4]2[N:3]=1.[F:13][C:14]1[CH:15]=[N:16][CH:17]=[C:18]([CH:20]2[CH2:24][CH2:23][CH2:22][NH:21]2)[CH:19]=1.[F-].[K+].O, predict the reaction product. The product is: [F:13][C:14]1[CH:19]=[C:18]([CH:20]2[CH2:24][CH2:23][CH2:22][N:21]2[C:2]2[CH:7]=[CH:6][N:5]3[N:8]=[CH:9][C:10]([CH:11]=[O:12])=[C:4]3[N:3]=2)[CH:17]=[N:16][CH:15]=1.